From a dataset of Forward reaction prediction with 1.9M reactions from USPTO patents (1976-2016). Predict the product of the given reaction. (1) Given the reactants Br[C:2]1[CH:3]=[N:4][C:5]([C:8]2[CH:9]=[C:10]([CH2:14][OH:15])[CH:11]=[CH:12][CH:13]=2)=[N:6][CH:7]=1.[CH2:16]([NH:19][C:20](=[O:26])[O:21][C:22]([CH3:25])(C)C)[CH:17]=[CH2:18].[C:27]1(P(C2C=CC=CC=2)C2C=CC=CC=2)C=CC=C[CH:28]=1.C([O-])(=O)C.[K+], predict the reaction product. The product is: [OH:15][CH2:14][C:10]1[CH:9]=[C:8]([C:5]2[N:4]=[CH:3][C:2](/[CH:18]=[CH:17]/[CH2:16][NH:19][C:20](=[O:26])[O:21][CH2:22][CH2:25][CH2:27][CH3:28])=[CH:7][N:6]=2)[CH:13]=[CH:12][CH:11]=1. (2) Given the reactants F[C:2]1C=[CH:6][C:5]([C:8]2[CH:9]=[N:10][C:11]([N:14]3[CH2:19][CH2:18][N:17]([S:20]([CH2:23][C@H:24]([CH:29]([CH3:31])[CH3:30])[C:25]([NH:27][OH:28])=[O:26])(=[O:22])=[O:21])[CH2:16][CH2:15]3)=[N:12][CH:13]=2)=[CH:4][CH:3]=1.CC(C)[C@@H](CS([N:42]1CCN(C2N=CC(C3C=NC=CC=3)=CN=2)CC1)(=O)=O)C(O)=O, predict the reaction product. The product is: [N:42]1[CH:2]=[CH:3][CH:4]=[C:5]([C:8]2[CH:13]=[N:12][C:11]([N:14]3[CH2:15][CH2:16][N:17]([S:20]([CH2:23][C@H:24]([CH:29]([CH3:30])[CH3:31])[C:25]([NH:27][OH:28])=[O:26])(=[O:22])=[O:21])[CH2:18][CH2:19]3)=[N:10][CH:9]=2)[CH:6]=1. (3) Given the reactants [CH:1]([I:4])(I)I.[O:5]1[CH:10]=[CH:9][CH:8]=[CH:7][CH:6]1[CH:11]=O.[CH2:13]1COCC1, predict the reaction product. The product is: [I:4][CH:1]=[CH:11][CH:6]1[CH2:7][C:8]([CH3:13])=[CH:9][CH2:10][O:5]1. (4) Given the reactants [CH2:1]([C:3]([OH:16])([CH2:14][CH3:15])[CH2:4][O:5][C:6]1[CH:7]=[C:8]([CH:11]=[CH:12][CH:13]=1)[CH:9]=[O:10])[CH3:2].[C:17](#[N:19])[CH3:18], predict the reaction product. The product is: [CH2:1]([C:3]([OH:16])([CH2:14][CH3:15])[CH2:4][O:5][C:6]1[CH:7]=[C:8]([CH:9]([OH:10])[CH2:18][C:17]#[N:19])[CH:11]=[CH:12][CH:13]=1)[CH3:2]. (5) Given the reactants [I:1][C:2]1[CH:8]=[CH:7][CH:6]=[CH:5][C:3]=1[NH2:4].[CH3:9][C:10]1([CH3:29])[O:14][C:13](=[O:15])[N:12]([CH:16]2[CH2:21][CH2:20][C:19](=O)[CH2:18][CH2:17]2)[C@H:11]1[C:23]1[CH:28]=[CH:27][CH:26]=[CH:25][CH:24]=1.CC(O)=O.C(O[BH-](OC(=O)C)OC(=O)C)(=O)C.[Na+], predict the reaction product. The product is: [I:1][C:2]1[CH:8]=[CH:7][CH:6]=[CH:5][C:3]=1[NH:4][CH:19]1[CH2:18][CH2:17][CH:16]([N:12]2[C@@H:11]([C:23]3[CH:24]=[CH:25][CH:26]=[CH:27][CH:28]=3)[C:10]([CH3:9])([CH3:29])[O:14][C:13]2=[O:15])[CH2:21][CH2:20]1. (6) Given the reactants C[O:2][C:3](=[O:10])[CH:4]=[C:5]([CH2:8][CH3:9])[CH2:6][CH3:7], predict the reaction product. The product is: [CH2:6]([CH:5]([CH2:8][CH3:9])[CH2:4][C:3]([OH:10])=[O:2])[CH3:7]. (7) The product is: [Cl:1][C:2]1[CH:3]=[C:4]([CH:9]2[CH2:13][N:12]([C:36]([C:35]3[CH:34]=[N:33][C:32]([N:29]4[CH2:30][CH2:31][O:26][CH2:27][CH2:28]4)=[CH:40][CH:39]=3)=[O:37])[CH2:11][CH:10]2[N:14]([CH3:25])[C:15](=[O:24])[CH2:16][C:17]2[CH:18]=[CH:19][C:20]([F:23])=[CH:21][CH:22]=2)[CH:5]=[CH:6][C:7]=1[Cl:8]. Given the reactants [Cl:1][C:2]1[CH:3]=[C:4]([CH:9]2[CH2:13][NH:12][CH2:11][CH:10]2[N:14]([CH3:25])[C:15](=[O:24])[CH2:16][C:17]2[CH:22]=[CH:21][C:20]([F:23])=[CH:19][CH:18]=2)[CH:5]=[CH:6][C:7]=1[Cl:8].[O:26]1[CH2:31][CH2:30][N:29]([C:32]2[CH:40]=[CH:39][C:35]([C:36](O)=[O:37])=[CH:34][N:33]=2)[CH2:28][CH2:27]1, predict the reaction product. (8) Given the reactants [NH2:1][C:2]1[CH:7]=[CH:6][C:5]([C:8]2[CH:13]=[CH:12][C:11]([C:14]#[N:15])=[CH:10][CH:9]=2)=[CH:4][C:3]=1[C:16]([F:19])([F:18])[F:17].[CH3:20][C:21]1([CH3:34])[O:33][C:25]2[C:26]([CH3:32])=[N:27][CH:28]=[C:29]([CH:30]=O)[C:24]=2[CH2:23][O:22]1, predict the reaction product. The product is: [F:19][C:16]([F:17])([F:18])[C:3]1[CH:4]=[C:5]([C:8]2[CH:9]=[CH:10][C:11]([C:14]#[N:15])=[CH:12][CH:13]=2)[CH:6]=[CH:7][C:2]=1[NH:1][CH2:30][C:29]1[CH:28]=[N:27][C:26]([CH3:32])=[C:25]2[O:33][C:21]([CH3:34])([CH3:20])[O:22][CH2:23][C:24]=12.